Predict the product of the given reaction. From a dataset of Forward reaction prediction with 1.9M reactions from USPTO patents (1976-2016). (1) The product is: [Cl:3][C:4]1[CH:5]=[N:6][C:7]2[C:12]([C:13]=1[CH2:14][CH2:15][OH:16])=[CH:11][C:10]([O:17][CH3:18])=[CH:9][CH:8]=2. Given the reactants [BH4-].[Na+].[Cl:3][C:4]1[CH:5]=[N:6][C:7]2[C:12]([C:13]=1[CH2:14][CH:15]=[O:16])=[CH:11][C:10]([O:17][CH3:18])=[CH:9][CH:8]=2.CC(C)=O.ClCCl, predict the reaction product. (2) Given the reactants [Cl:1][C:2]1[CH:7]=[CH:6][C:5]([C@H:8]2[C@@H:12]([C:13]3[CH:18]=[CH:17][C:16]([Cl:19])=[CH:15][CH:14]=3)[N:11]([C:20](Cl)=[O:21])[C:10]([C:23]3[S:24][CH:25]=[CH:26][C:27]=3[O:28][CH2:29][CH3:30])=[N:9]2)=[CH:4][CH:3]=1.Cl.Cl.[CH3:33][O:34][N:35]([CH3:45])[C:36](=[O:44])[CH2:37][N:38]1[CH2:43][CH2:42][NH:41][CH2:40][CH2:39]1, predict the reaction product. The product is: [Cl:1][C:2]1[CH:7]=[CH:6][C:5]([C@H:8]2[C@@H:12]([C:13]3[CH:14]=[CH:15][C:16]([Cl:19])=[CH:17][CH:18]=3)[N:11]([C:20]([N:41]3[CH2:40][CH2:39][N:38]([CH2:37][C:36]([N:35]([O:34][CH3:33])[CH3:45])=[O:44])[CH2:43][CH2:42]3)=[O:21])[C:10]([C:23]3[S:24][CH:25]=[CH:26][C:27]=3[O:28][CH2:29][CH3:30])=[N:9]2)=[CH:4][CH:3]=1. (3) Given the reactants [CH3:1][O:2][C:3]([C:5]1([CH2:11][CH2:12][CH:13]=C)[CH2:10][CH2:9][O:8][CH2:7][CH2:6]1)=[O:4].CO.CC[O:19]C(C)=O, predict the reaction product. The product is: [CH3:1][O:2][C:3]([C:5]1([CH2:11][CH2:12][CH:13]=[O:19])[CH2:6][CH2:7][O:8][CH2:9][CH2:10]1)=[O:4]. (4) Given the reactants [Cl:1][C:2]1[CH:20]=[C:19]([F:21])[C:18]([N:22]2[C:27](=[O:28])[CH:26]=[C:25]([C:29]([F:32])([F:31])[F:30])[N:24]([CH3:33])[C:23]2=[O:34])=[CH:17][C:3]=1[O:4][C:5]1[CH:16]=[CH:15][CH:14]=[CH:13][C:6]=1[O:7][CH:8]([CH3:12])[C:9]([OH:11])=[O:10].S(Cl)(Cl)=O, predict the reaction product. The product is: [Cl:1][C:2]1[CH:20]=[C:19]([F:21])[C:18]([N:22]2[C:27](=[O:28])[CH:26]=[C:25]([C:29]([F:30])([F:31])[F:32])[N:24]([CH3:33])[C:23]2=[O:34])=[CH:17][C:3]=1[O:4][C:5]1[CH:16]=[CH:15][CH:14]=[CH:13][C:6]=1[O:7][CH:8]([CH3:12])[C:9]([O:11][CH2:17][CH2:3][CH2:2][CH2:20][CH3:19])=[O:10]. (5) Given the reactants [C:1]([O:9][CH2:10][CH3:11])(=[O:8])[CH2:2][C:3]([O:5][CH2:6][CH3:7])=[O:4].[O-]CC.[Na+].Br[CH2:17][C:18]1[CH:19]=[C:20]2[C:26]3([CH2:30][CH2:29][N:28]([C:31]([O:33][C:34]([CH3:37])([CH3:36])[CH3:35])=[O:32])[CH2:27]3)[CH2:25][N:24]([C:38]([O:40][CH2:41][CH2:42][Si:43]([CH3:46])([CH3:45])[CH3:44])=[O:39])[C:21]2=[CH:22][CH:23]=1.O, predict the reaction product. The product is: [CH2:10]([O:9][C:1](=[O:8])[CH:2]([C:3]([O:5][CH2:6][CH3:7])=[O:4])[CH2:17][C:18]1[CH:19]=[C:20]2[C:26]3([CH2:30][CH2:29][N:28]([C:31]([O:33][C:34]([CH3:37])([CH3:35])[CH3:36])=[O:32])[CH2:27]3)[CH2:25][N:24]([C:38]([O:40][CH2:41][CH2:42][Si:43]([CH3:46])([CH3:45])[CH3:44])=[O:39])[C:21]2=[CH:22][CH:23]=1)[CH3:11]. (6) Given the reactants Cl[C:2]1[N:7]=[C:6]([C:8]2[CH:13]=[CH:12][C:11]([O:14][C:15]3[CH:20]=[CH:19][CH:18]=[CH:17][CH:16]=3)=[CH:10][CH:9]=2)[N:5]=[C:4]([C:21]2[CH:26]=[CH:25][C:24]([O:27][C:28]3[CH:33]=[CH:32][CH:31]=[CH:30][CH:29]=3)=[CH:23][CH:22]=2)[N:3]=1.[CH:34]1[C:39]([OH:40])=[CH:38][CH:37]=[CH:36][C:35]=1[CH3:41].[Al+3].[Cl-].[Cl-].[Cl-].N1C=CC=NN=1, predict the reaction product. The product is: [OH:40][C:39]1[CH:34]=[C:35]([CH3:41])[CH:36]=[CH:37][C:38]=1[C:2]1[N:7]=[C:6]([C:8]2[CH:13]=[CH:12][C:11]([O:14][C:15]3[CH:20]=[CH:19][CH:18]=[CH:17][CH:16]=3)=[CH:10][CH:9]=2)[N:5]=[C:4]([C:21]2[CH:26]=[CH:25][C:24]([O:27][C:28]3[CH:33]=[CH:32][CH:31]=[CH:30][CH:29]=3)=[CH:23][CH:22]=2)[N:3]=1.